Dataset: NCI-60 drug combinations with 297,098 pairs across 59 cell lines. Task: Regression. Given two drug SMILES strings and cell line genomic features, predict the synergy score measuring deviation from expected non-interaction effect. (1) Drug 1: COC1=CC(=CC(=C1O)OC)C2C3C(COC3=O)C(C4=CC5=C(C=C24)OCO5)OC6C(C(C7C(O6)COC(O7)C8=CC=CS8)O)O. Synergy scores: CSS=56.7, Synergy_ZIP=4.34, Synergy_Bliss=5.98, Synergy_Loewe=2.56, Synergy_HSA=9.86. Cell line: COLO 205. Drug 2: C1CN1P(=S)(N2CC2)N3CC3. (2) Drug 1: CC(CN1CC(=O)NC(=O)C1)N2CC(=O)NC(=O)C2. Drug 2: C1CNP(=O)(OC1)N(CCCl)CCCl. Cell line: MALME-3M. Synergy scores: CSS=13.1, Synergy_ZIP=-4.25, Synergy_Bliss=-4.49, Synergy_Loewe=-3.42, Synergy_HSA=-4.17. (3) Drug 1: C1=NC2=C(N1)C(=S)N=CN2. Drug 2: C1=NC2=C(N=C(N=C2N1C3C(C(C(O3)CO)O)F)Cl)N. Cell line: ACHN. Synergy scores: CSS=21.1, Synergy_ZIP=-7.95, Synergy_Bliss=-2.07, Synergy_Loewe=-0.745, Synergy_HSA=0.353. (4) Drug 1: C1C(C(OC1N2C=NC3=C(N=C(N=C32)Cl)N)CO)O. Drug 2: CN1C(=O)N2C=NC(=C2N=N1)C(=O)N. Cell line: NCI-H522. Synergy scores: CSS=15.6, Synergy_ZIP=1.36, Synergy_Bliss=1.02, Synergy_Loewe=-8.49, Synergy_HSA=-0.364. (5) Drug 1: C1=NC2=C(N1)C(=S)N=CN2. Drug 2: C(CCl)NC(=O)N(CCCl)N=O. Cell line: SF-539. Synergy scores: CSS=27.4, Synergy_ZIP=-7.85, Synergy_Bliss=-7.44, Synergy_Loewe=-9.69, Synergy_HSA=-5.04.